Dataset: Forward reaction prediction with 1.9M reactions from USPTO patents (1976-2016). Task: Predict the product of the given reaction. (1) Given the reactants [Br:1][C:2]1[CH:3]=[CH:4][C:5]([C:8]([OH:10])=O)=[N:6][CH:7]=1.S(Cl)(Cl)=O.C[N:16](C=O)C, predict the reaction product. The product is: [Br:1][C:2]1[CH:3]=[CH:4][C:5]([C:8]([NH2:16])=[O:10])=[N:6][CH:7]=1. (2) The product is: [CH:1]1([N:7]2[CH2:13][C:12]([F:15])([F:14])[C:11](=[O:16])[N:10]([CH3:17])[C:9]3[CH:18]=[N:19][C:20]([NH:22][C:23]4[CH:31]=[CH:30][C:26]([C:27]([NH:58][C@@H:59]5[CH:64]6[CH2:65][CH2:66][N:61]([CH2:62][CH2:63]6)[CH2:60]5)=[O:29])=[CH:25][C:24]=4[O:32][CH3:33])=[N:21][C:8]2=3)[CH2:6][CH2:5][CH2:4][CH2:3][CH2:2]1. Given the reactants [CH:1]1([N:7]2[CH2:13][C:12]([F:15])([F:14])[C:11](=[O:16])[N:10]([CH3:17])[C:9]3[CH:18]=[N:19][C:20]([NH:22][C:23]4[CH:31]=[CH:30][C:26]([C:27]([OH:29])=O)=[CH:25][C:24]=4[O:32][CH3:33])=[N:21][C:8]2=3)[CH2:6][CH2:5][CH2:4][CH2:3][CH2:2]1.CN(C(ON1N=NC2C=CC=NC1=2)=[N+](C)C)C.F[P-](F)(F)(F)(F)F.[NH2:58][C@@H:59]1[CH:64]2[CH2:65][CH2:66][N:61]([CH2:62][CH2:63]2)[CH2:60]1, predict the reaction product. (3) Given the reactants [Li]CCCC.Br[C:7]1[CH:18]=[CH:17][C:10]2[N:11]([CH3:16])[C:12](=[O:15])[N:13]([CH3:14])[C:9]=2[CH:8]=1.[Br:19][C:20]1[CH:25]=[CH:24][C:23]([CH:26]([CH3:29])[CH:27]=[O:28])=[C:22]([Cl:30])[CH:21]=1.O, predict the reaction product. The product is: [Br:19][C:20]1[CH:25]=[CH:24][C:23]([CH:26]([CH3:29])[CH:27]([C:7]2[CH:18]=[CH:17][C:10]3[N:11]([CH3:16])[C:12](=[O:15])[N:13]([CH3:14])[C:9]=3[CH:8]=2)[OH:28])=[C:22]([Cl:30])[CH:21]=1. (4) Given the reactants [CH3:1][CH2:2][CH2:3][CH2:4][CH2:5][CH2:6][CH2:7][CH2:8][CH2:9][CH2:10][CH2:11][CH2:12][CH2:13][N+:14]([CH2:17][C:18]1[CH:19]=[CH:20][CH:21]=[CH:22][CH:23]=1)([CH3:16])[CH3:15].[Cl-].[CH3:25][C:26]([N-:28][S:29]([C:32]1[CH:33]=[CH:34][C:35]([NH2:38])=[CH:36][CH:37]=1)(=[O:31])=[O:30])=[O:27].[Na+].C(Cl)(Cl)Cl.CS(C)=O, predict the reaction product. The product is: [CH3:1][CH2:2][CH2:3][CH2:4][CH2:5][CH2:6][CH2:7][CH2:8][CH2:9][CH2:10][CH2:11][CH2:12][CH2:13][N+:14]([CH2:17][C:18]1[CH:19]=[CH:20][CH:21]=[CH:22][CH:23]=1)([CH3:16])[CH3:15].[CH3:25][C:26]([NH:28][S:29]([C:32]1[CH:37]=[CH:36][C:35]([NH2:38])=[CH:34][CH:33]=1)(=[O:31])=[O:30])=[O:27]. (5) Given the reactants Br[C:2]1[S:6][C:5]2[CH:7]=[CH:8][C:9]([Cl:11])=[CH:10][C:4]=2[C:3]=1[CH3:12].O.[CH3:14][N:15](C=O)C, predict the reaction product. The product is: [Cl:11][C:9]1[CH:8]=[CH:7][C:5]2[S:6][C:2]([C:14]#[N:15])=[C:3]([CH3:12])[C:4]=2[CH:10]=1. (6) Given the reactants [F:1][C@H:2]1[CH2:10][C:9]2[C:4](=[CH:5][CH:6]=[CH:7][CH:8]=2)[C@@H:3]1[NH:11][C:12]([C@@H:14]1[CH2:19][N:18]2[CH2:20][CH2:21][CH2:22][C@@H:17]2[CH2:16][N:15]1[C:23](OC(C)(C)C)=[O:24])=[O:13].[C:30]([O:33][CH2:34][CH3:35])(=[O:32])C.Cl.[C:37]([O:40][CH2:41][CH3:42])(=O)[CH3:38], predict the reaction product. The product is: [CH2:34]([O:33][C:30](=[O:32])[NH:11][C@@H:3]([CH:2]1[CH2:42][CH2:41][O:40][CH2:37][CH2:38]1)[C:23]([N:15]1[C@H:14]([C:12](=[O:13])[NH:11][C@H:3]2[C:4]3[C:9](=[CH:8][CH:7]=[CH:6][CH:5]=3)[CH2:10][C@@H:2]2[F:1])[CH2:19][N:18]2[CH2:20][CH2:21][CH2:22][C@@H:17]2[CH2:16]1)=[O:24])[C:35]1[CH:8]=[CH:9][CH:4]=[CH:5][CH:6]=1. (7) Given the reactants [OH:1][CH2:2][C@@H:3]([C@H:5]([C@@H:7]([C@@H:9]([CH2:11][OH:12])[OH:10])[OH:8])O)[OH:4].C12(CS(O)(=O)=O)C(C)(C)C(CC1)CC2=O, predict the reaction product. The product is: [CH2:11]1[O:12][C@H:5]([C@H:3]([OH:4])[CH2:2][OH:1])[C@H:7]([OH:8])[C@H:9]1[OH:10]. (8) Given the reactants Br.C(O)(=O)C.C([O:13][C:14]1[C:32]([O:33][CH:34]2[CH2:39][CH2:38][CH2:37][CH2:36][CH2:35]2)=[CH:31][C:17]([C:18]([NH:20][C:21]2[CH:30]=[CH:29][C:24]([C:25]([O:27][CH3:28])=[O:26])=[CH:23][CH:22]=2)=[O:19])=[CH:16][C:15]=1[Cl:40])C1C=CC=CC=1, predict the reaction product. The product is: [Cl:40][C:15]1[CH:16]=[C:17]([CH:31]=[C:32]([O:33][CH:34]2[CH2:39][CH2:38][CH2:37][CH2:36][CH2:35]2)[C:14]=1[OH:13])[C:18]([NH:20][C:21]1[CH:22]=[CH:23][C:24]([C:25]([O:27][CH3:28])=[O:26])=[CH:29][CH:30]=1)=[O:19].